The task is: Predict the reaction yield, written as a fraction of the theoretical maximum amount of product (1.0 means a 100% yield; for example, 0.34 means a 34% yield).. This data is from Reaction yield outcomes from USPTO patents with 853,638 reactions. (1) The product is [C:19]1([N:25]2[CH2:30][CH2:29][N:28]([CH2:1][C:3]3[CH:18]=[CH:17][C:6]([O:7][C:8]4[CH:16]=[CH:15][C:11]([C:12]([NH2:14])=[O:13])=[CH:10][N:9]=4)=[CH:5][CH:4]=3)[CH2:27][CH2:26]2)[CH:24]=[CH:23][CH:22]=[CH:21][CH:20]=1. The catalyst is CO. The reactants are [CH:1]([C:3]1[CH:18]=[CH:17][C:6]([O:7][C:8]2[CH:16]=[CH:15][C:11]([C:12]([NH2:14])=[O:13])=[CH:10][N:9]=2)=[CH:5][CH:4]=1)=O.[C:19]1([N:25]2[CH2:30][CH2:29][NH:28][CH2:27][CH2:26]2)[CH:24]=[CH:23][CH:22]=[CH:21][CH:20]=1.[BH4-].[Na+]. The yield is 0.130. (2) The reactants are [S:1]1[C:5]2[CH:6]=[CH:7][CH:8]=[CH:9][C:4]=2[N:3]=[C:2]1[NH:10][CH2:11][C:12]([N:14]1[C:23]2[C:18](=[CH:19][CH:20]=[CH:21][CH:22]=2)[CH2:17][CH2:16][CH2:15]1)=[O:13].[N:24]#[C:25]Br.C([O-])([O-])=O.[K+].[K+]. The catalyst is CC#N.CCOC(C)=O. The product is [S:1]1[C:5]2[CH:6]=[CH:7][CH:8]=[CH:9][C:4]=2[N:3]=[C:2]1[N:10]([CH2:11][C:12]([N:14]1[C:23]2[C:18](=[CH:19][CH:20]=[CH:21][CH:22]=2)[CH2:17][CH2:16][CH2:15]1)=[O:13])[C:25]#[N:24]. The yield is 0.280. (3) The reactants are [C:1]([O:5][C:6](=[O:19])[NH:7][CH2:8][CH2:9][CH2:10][CH2:11][C:12]1[CH:17]=[CH:16][C:15]([OH:18])=[CH:14][CH:13]=1)([CH3:4])([CH3:3])[CH3:2].C([O-])([O-])=O.[Cs+].[Cs+].I[CH2:27][C:28]#[N:29]. The catalyst is CN(C=O)C. The product is [C:1]([O:5][C:6](=[O:19])[NH:7][CH2:8][CH2:9][CH2:10][CH2:11][C:12]1[CH:13]=[CH:14][C:15]([O:18][CH2:27][C:28]#[N:29])=[CH:16][CH:17]=1)([CH3:4])([CH3:2])[CH3:3]. The yield is 0.380. (4) The reactants are [Cl:1][C:2]1[C:3](=[O:9])[NH:4][C:5](=[O:8])[NH:6][CH:7]=1.[CH2:10]([N:16]=[C:17]=[O:18])[CH2:11][CH2:12][CH2:13][CH2:14][CH3:15]. No catalyst specified. The product is [Cl:1][C:2]1[C:3](=[O:9])[NH:4][C:5](=[O:8])[N:6]([C:17]([NH:16][CH2:10][CH2:11][CH2:12][CH2:13][CH2:14][CH3:15])=[O:18])[CH:7]=1. The yield is 0.310. (5) The reactants are [C:1]([NH:4][C:5]1[CH:6]=[C:7]([CH:11]=[CH:12][CH:13]=1)C(O)=O)(=[O:3])[CH3:2].[N+:14]([C:17]1[CH:23]=[CH:22][C:20]([NH2:21])=[CH:19][CH:18]=1)([O-:16])=[O:15].O.CN1CCC[C:27]1=[O:31]. No catalyst specified. The product is [C:1]([NH:4][C:5]1[CH:13]=[CH:12][CH:11]=[CH:7][C:6]=1[C:27]([NH:21][C:20]1[CH:22]=[CH:23][C:17]([N+:14]([O-:16])=[O:15])=[CH:18][CH:19]=1)=[O:31])(=[O:3])[CH3:2]. The yield is 0.550. (6) The reactants are Cl[CH2:2][C:3]1[CH:13]=[CH:12][C:6]2[O:7][C:8]([F:11])([F:10])[O:9][C:5]=2[CH:4]=1.[C-:14]#[N:15].[Na+].O.C(OC)(C)(C)C. The catalyst is CS(C)=O. The product is [F:10][C:8]1([F:11])[O:7][C:6]2[CH:12]=[CH:13][C:3]([CH2:2][C:14]#[N:15])=[CH:4][C:5]=2[O:9]1. The yield is 0.950. (7) The reactants are Cl[C:2]1[C:11]2[CH2:10][CH2:9][CH2:8][CH2:7][C:6]=2[N:5]=[C:4]([NH2:12])[N:3]=1.[CH3:13][N:14]1[CH2:19][CH2:18][NH:17][CH2:16][CH2:15]1.CCN(CC)CC. The catalyst is CCO. The product is [CH3:13][N:14]1[CH2:19][CH2:18][N:17]([C:2]2[C:11]3[CH2:10][CH2:9][CH2:8][CH2:7][C:6]=3[N:5]=[C:4]([NH2:12])[N:3]=2)[CH2:16][CH2:15]1. The yield is 0.230. (8) The reactants are F[C:2]1[C:7]([CH3:8])=[CH:6][CH:5]=[CH:4][N:3]=1.[CH3:9][OH:10].C[O-].[Na+]. The product is [CH3:9][O:10][C:2]1[C:7]([CH3:8])=[CH:6][CH:5]=[CH:4][N:3]=1. The yield is 0.620. The catalyst is O. (9) The reactants are [F:1][C:2]1[C:3]([N:13]2[CH2:18][CH2:17][N:16]([CH2:19][CH2:20][C:21]3[CH:22]=[C:23]([CH:25]=[CH:26][CH:27]=3)[NH2:24])[CH2:15][CH2:14]2)=[C:4]2[C:9](=[CH:10][CH:11]=1)[N:8]=[C:7]([CH3:12])[CH:6]=[CH:5]2.[C:28](Cl)(=[O:30])[CH3:29]. No catalyst specified. The product is [F:1][C:2]1[C:3]([N:13]2[CH2:14][CH2:15][N:16]([CH2:19][CH2:20][C:21]3[CH:22]=[C:23]([NH:24][C:28](=[O:30])[CH3:29])[CH:25]=[CH:26][CH:27]=3)[CH2:17][CH2:18]2)=[C:4]2[C:9](=[CH:10][CH:11]=1)[N:8]=[C:7]([CH3:12])[CH:6]=[CH:5]2. The yield is 0.780.